This data is from Full USPTO retrosynthesis dataset with 1.9M reactions from patents (1976-2016). The task is: Predict the reactants needed to synthesize the given product. (1) Given the product [S:24](=[O:27])(=[O:26])([O:16][CH2:15][CH2:14][CH2:13][CH2:12][CH2:11][O:10][C:6]1[CH:7]=[CH:8][CH:9]=[C:2]([NH:1][S:24](=[O:27])(=[O:26])[NH2:25])[C:3]=1[C:4]#[N:5])[NH2:25], predict the reactants needed to synthesize it. The reactants are: [NH2:1][C:2]1[CH:9]=[CH:8][CH:7]=[C:6]([O:10][CH2:11][CH2:12][CH2:13][CH2:14][CH2:15][O:16][Si](C(C)(C)C)(C)C)[C:3]=1[C:4]#[N:5].[S:24](Cl)(=[O:27])(=[O:26])[NH2:25]. (2) Given the product [C:7]([O:11][C:12]([N:14]1[CH2:15][CH2:16][N:17]([C:20]2[C:29](=[O:30])[N:28]([CH2:40][CH2:41][O:42][C:43]3[CH:48]=[C:47]([F:49])[C:46]([F:50])=[CH:45][C:44]=3[F:51])[C:27]3[C:22](=[CH:23][CH:24]=[CH:25][CH:26]=3)[N:21]=2)[CH2:18][CH2:19]1)=[O:13])([CH3:10])([CH3:8])[CH3:9], predict the reactants needed to synthesize it. The reactants are: CC([O-])(C)C.[K+].[C:7]([O:11][C:12]([N:14]1[CH2:19][CH2:18][N:17]([C:20]2[C:29](=[O:30])[NH:28][C:27]3[C:22](=[CH:23][CH:24]=[CH:25][CH:26]=3)[N:21]=2)[CH2:16][CH2:15]1)=[O:13])([CH3:10])([CH3:9])[CH3:8].CS(C)=O.CS(O[CH2:40][CH2:41][O:42][C:43]1[CH:48]=[C:47]([F:49])[C:46]([F:50])=[CH:45][C:44]=1[F:51])(=O)=O. (3) Given the product [CH2:19]([NH:18][C:16](=[O:17])[NH:15][CH:14]1[CH2:13][CH:12]=[CH:11][CH2:10][N:9]([S:26]([C:29]2[CH:30]=[CH:31][C:32]([O:35][CH3:36])=[CH:33][CH:34]=2)(=[O:28])=[O:27])[CH:8]1[C:6]([OH:7])=[O:5])[C:20]1[CH:21]=[CH:22][CH:23]=[CH:24][CH:25]=1, predict the reactants needed to synthesize it. The reactants are: C([O:5][C:6]([CH:8]1[CH:14]([NH:15][C:16]([NH:18][CH2:19][C:20]2[CH:25]=[CH:24][CH:23]=[CH:22][CH:21]=2)=[O:17])[CH2:13][CH:12]=[CH:11][CH2:10][N:9]1[S:26]([C:29]1[CH:34]=[CH:33][C:32]([O:35][CH3:36])=[CH:31][CH:30]=1)(=[O:28])=[O:27])=[O:7])(C)(C)C.C(OC(C1C(NC(OCC2C=CC=CC=2)=O)CC=CCN1S(C1C=CC(OC)=CC=1)(=O)=O)=O)(C)(C)C. (4) Given the product [CH3:26][O:25][C@H:13]1[C@@H:12]([NH:11][C:9](=[O:10])[O:8][CH2:1][C:2]2[CH:7]=[CH:6][CH:5]=[CH:4][CH:3]=2)[CH2:17][CH2:16][NH:15][CH2:14]1, predict the reactants needed to synthesize it. The reactants are: [CH2:1]([O:8][C:9]([NH:11][C@H:12]1[CH2:17][CH2:16][N:15](C(OC(C)(C)C)=O)[CH2:14][C@H:13]1[O:25][CH3:26])=[O:10])[C:2]1[CH:7]=[CH:6][CH:5]=[CH:4][CH:3]=1.Cl.C(OCC)(=O)C. (5) Given the product [CH3:17][O:18][CH2:19][O:1][C:2]1[CH:3]=[C:4]([CH:7]=[CH:8][C:9]=1[O:10][CH2:21][O:24][CH3:25])[C:5]#[N:6], predict the reactants needed to synthesize it. The reactants are: [OH:1][C:2]1[CH:3]=[C:4]([CH:7]=[CH:8][C:9]=1[OH:10])[C:5]#[N:6].C(=O)([O-])[O-].[K+].[K+].[CH3:17][O:18][CH2:19]Cl.[C:21]([O:24][CH2:25]C)(=O)C. (6) Given the product [OH:1][CH2:2][CH2:3][N:4]([CH:22]([CH3:24])[CH3:23])[C:5]([C:7]1[S:8][C:9]2[CH2:10][CH2:11][O:12][C:13]3[CH:20]=[C:19]([C:30]4[C:26]([CH3:25])=[N:27][O:28][C:29]=4[CH3:40])[CH:18]=[CH:17][C:14]=3[C:15]=2[N:16]=1)=[O:6], predict the reactants needed to synthesize it. The reactants are: [OH:1][CH2:2][CH2:3][N:4]([CH:22]([CH3:24])[CH3:23])[C:5]([C:7]1[S:8][C:9]2[CH2:10][CH2:11][O:12][C:13]3[CH:20]=[C:19](Br)[CH:18]=[CH:17][C:14]=3[C:15]=2[N:16]=1)=[O:6].[CH3:25][C:26]1[C:30](B2OC(C)(C)C(C)(C)O2)=[C:29]([CH3:40])[O:28][N:27]=1. (7) Given the product [Cl:5][C:6]1[CH:7]=[CH:8][C:9]2[N:15]3[C:16]([CH:19]([CH3:20])[CH3:21])=[N:17][N:18]=[C:14]3[CH:13]([CH2:22][C:23]([N:46]3[CH2:50][CH2:49][CH2:48][C:47]3=[O:51])=[O:25])[O:12][CH:11]([C:26]3[CH:31]=[CH:30][CH:29]=[C:28]([O:32][CH3:33])[C:27]=3[O:34][CH3:35])[C:10]=2[CH:36]=1, predict the reactants needed to synthesize it. The reactants are: S(Cl)(Cl)=O.[Cl:5][C:6]1[CH:7]=[CH:8][C:9]2[N:15]3[C:16]([CH:19]([CH3:21])[CH3:20])=[N:17][N:18]=[C:14]3[CH:13]([CH2:22][C:23]([OH:25])=O)[O:12][CH:11]([C:26]3[CH:31]=[CH:30][CH:29]=[C:28]([O:32][CH3:33])[C:27]=3[O:34][CH3:35])[C:10]=2[CH:36]=1.C(N(CC)C(C)C)(C)C.[NH:46]1[CH2:50][CH2:49][CH2:48][C:47]1=[O:51]. (8) The reactants are: [I:1]Cl.[CH:3](=[O:11])[C:4]1[C:5](=[CH:7][CH:8]=[CH:9][CH:10]=1)[OH:6].S([O-])([O-])=O.[Na+].[Na+]. Given the product [OH:6][C:5]1[CH:7]=[CH:8][C:9]([I:1])=[CH:10][C:4]=1[CH:3]=[O:11], predict the reactants needed to synthesize it. (9) Given the product [Br:1][C:2]1[CH:11]=[C:10]([C:12]([N:29]2[CH2:30][C:31]3[C:36](=[CH:35][CH:34]=[CH:33][CH:32]=3)[CH2:28]2)=[O:14])[C:9]([OH:15])=[C:8]2[C:3]=1[CH:4]=[CH:5][CH:6]=[N:7]2, predict the reactants needed to synthesize it. The reactants are: [Br:1][C:2]1[CH:11]=[C:10]([C:12]([OH:14])=O)[C:9]([OH:15])=[C:8]2[C:3]=1[CH:4]=[CH:5][CH:6]=[N:7]2.N1(C(N2C=CN=C2)=O)C=CN=C1.[CH2:28]1[C:36]2[C:31](=[CH:32][CH:33]=[CH:34][CH:35]=2)[CH2:30][NH:29]1.